Task: Predict the reactants needed to synthesize the given product.. Dataset: Full USPTO retrosynthesis dataset with 1.9M reactions from patents (1976-2016) Given the product [F:10][C:8]1([F:11])[O:7][C:6]2[CH:12]=[CH:13][C:3]([CH2:2][NH:15][CH3:14])=[CH:4][C:5]=2[O:9]1, predict the reactants needed to synthesize it. The reactants are: Cl[CH2:2][C:3]1[CH:13]=[CH:12][C:6]2[O:7][C:8]([F:11])([F:10])[O:9][C:5]=2[CH:4]=1.[CH3:14][NH2:15].